This data is from Peptide-MHC class I binding affinity with 185,985 pairs from IEDB/IMGT. The task is: Regression. Given a peptide amino acid sequence and an MHC pseudo amino acid sequence, predict their binding affinity value. This is MHC class I binding data. (1) The peptide sequence is FPVRPQVPL. The MHC is HLA-A30:02 with pseudo-sequence HLA-A30:02. The binding affinity (normalized) is 0. (2) The peptide sequence is VLSEWLPVT. The MHC is HLA-A02:01 with pseudo-sequence HLA-A02:01. The binding affinity (normalized) is 0.749. (3) The binding affinity (normalized) is 0.0847. The MHC is HLA-B40:01 with pseudo-sequence HLA-B40:01. The peptide sequence is WRDDSRGRW.